Task: Regression. Given a peptide amino acid sequence and an MHC pseudo amino acid sequence, predict their binding affinity value. This is MHC class II binding data.. Dataset: Peptide-MHC class II binding affinity with 134,281 pairs from IEDB (1) The peptide sequence is YDKFLANRSTVLTGK. The MHC is DRB1_0405 with pseudo-sequence DRB1_0405. The binding affinity (normalized) is 0.430. (2) The peptide sequence is QISGVDLGLPNWGKY. The MHC is DRB1_0405 with pseudo-sequence DRB1_0405. The binding affinity (normalized) is 0.133. (3) The peptide sequence is AFILDGDELFPKV. The MHC is HLA-DQA10501-DQB10201 with pseudo-sequence HLA-DQA10501-DQB10201. The binding affinity (normalized) is 0.691.